The task is: Predict the reactants needed to synthesize the given product.. This data is from Full USPTO retrosynthesis dataset with 1.9M reactions from patents (1976-2016). Given the product [Cl:1][C:2]1[CH:7]=[CH:6][CH:5]=[CH:4][C:3]=1[C:8]1[NH:9][C:10]2[C:15]([CH:16]=1)=[CH:14][C:13]([C:17]1[CH:22]=[CH:21][C:20]([C:23]#[N:24])=[CH:19][C:18]=1[CH3:25])=[CH:12][CH:11]=2, predict the reactants needed to synthesize it. The reactants are: [Cl:1][C:2]1[CH:7]=[CH:6][CH:5]=[CH:4][C:3]=1[C:8]1[N:9](C(OCC)=O)[C:10]2[C:15]([CH:16]=1)=[CH:14][C:13]([C:17]1[CH:22]=[CH:21][C:20]([C:23]#[N:24])=[CH:19][C:18]=1[CH3:25])=[CH:12][CH:11]=2.C(=O)([O-])[O-].[K+].[K+].